This data is from Catalyst prediction with 721,799 reactions and 888 catalyst types from USPTO. The task is: Predict which catalyst facilitates the given reaction. Reactant: [OH:1][C:2]1[CH:3]=[C:4]([CH2:8][C:9]([O:11][CH3:12])=[O:10])[CH:5]=[CH:6][CH:7]=1.[Cl:13][CH2:14][CH2:15]O.C1(P(C2C=CC=CC=2)C2C=CC=CC=2)C=CC=CC=1.CC(OC(/N=N/C(OC(C)C)=O)=O)C. Product: [Cl:13][CH2:14][CH2:15][O:1][C:2]1[CH:3]=[C:4]([CH2:8][C:9]([O:11][CH3:12])=[O:10])[CH:5]=[CH:6][CH:7]=1. The catalyst class is: 1.